Dataset: Full USPTO retrosynthesis dataset with 1.9M reactions from patents (1976-2016). Task: Predict the reactants needed to synthesize the given product. (1) Given the product [CH2:1]([N:8]1[CH2:12][CH2:11][C@H:10]([C@@H:13]([O:18][C:19]2[C:20]([CH3:26])=[N:21][C:22]([O:32][CH3:31])=[CH:23][CH:24]=2)[CH2:14][CH:15]([CH3:17])[CH3:16])[CH2:9]1)[C:2]1[CH:7]=[CH:6][CH:5]=[CH:4][CH:3]=1, predict the reactants needed to synthesize it. The reactants are: [CH2:1]([N:8]1[CH2:12][CH2:11][C@H:10]([C@@H:13]([O:18][C:19]2[C:20]([CH3:26])=[N:21][C:22](Cl)=[CH:23][CH:24]=2)[CH2:14][CH:15]([CH3:17])[CH3:16])[CH2:9]1)[C:2]1[CH:7]=[CH:6][CH:5]=[CH:4][CH:3]=1.CS(C)=O.[CH3:31][O-:32].[K+]. (2) The reactants are: [C:1]([C:3]1[C:4]([N:18]2[CH2:23][CH2:22][NH:21][CH2:20][CH2:19]2)=[N:5][C:6]([C:14]([F:17])([F:16])[F:15])=[C:7]([CH:13]=1)[C:8]([O:10][CH2:11][CH3:12])=[O:9])#[N:2].[N:24]([C:27]1[CH:32]=[CH:31][C:30]([O:33][CH3:34])=[CH:29][C:28]=1[CH3:35])=[C:25]=[O:26]. Given the product [C:1]([C:3]1[C:4]([N:18]2[CH2:23][CH2:22][N:21]([C:25](=[O:26])[NH:24][C:27]3[CH:32]=[CH:31][C:30]([O:33][CH3:34])=[CH:29][C:28]=3[CH3:35])[CH2:20][CH2:19]2)=[N:5][C:6]([C:14]([F:15])([F:17])[F:16])=[C:7]([CH:13]=1)[C:8]([O:10][CH2:11][CH3:12])=[O:9])#[N:2], predict the reactants needed to synthesize it. (3) Given the product [Cl:1][C:2]1[CH:3]=[C:4]([CH:18]=[CH:19][C:20]=1[O:21][C:22]1[CH:27]=[CH:26][CH:25]=[CH:24][C:23]=1[C:28]#[N:29])[C:5]([NH:7][CH:8]1[CH2:13][C:12]([CH3:15])([CH3:14])[N:11]([CH2:31][CH2:32][CH2:33][OH:34])[C:10]([CH3:16])([CH3:17])[CH2:9]1)=[O:6], predict the reactants needed to synthesize it. The reactants are: [Cl:1][C:2]1[CH:3]=[C:4]([CH:18]=[CH:19][C:20]=1[O:21][C:22]1[CH:27]=[CH:26][CH:25]=[CH:24][C:23]=1[C:28]#[N:29])[C:5]([NH:7][CH:8]1[CH2:13][C:12]([CH3:15])([CH3:14])[NH:11][C:10]([CH3:17])([CH3:16])[CH2:9]1)=[O:6].I[CH2:31][CH2:32][CH2:33][OH:34].C(=O)([O-])[O-].[K+].[K+]. (4) Given the product [CH:21]1[C:22]2[C:27](=[CH:26][CH:25]=[CH:24][CH:23]=2)[CH:28]=[C:19]([C:6]2[CH:7]=[C:2]([CH:3]=[CH:4][C:5]=2[CH3:17])[NH2:1])[N:20]=1, predict the reactants needed to synthesize it. The reactants are: [NH2:1][C:2]1[CH:3]=[CH:4][C:5]([CH3:17])=[C:6](B2OC(C)(C)C(C)(C)O2)[CH:7]=1.Cl[C:19]1[N:20]=[CH:21][C:22]2[C:27]([CH:28]=1)=[CH:26][CH:25]=[CH:24][CH:23]=2.C1(C)C=CC=CC=1.C([O-])([O-])=O.[Na+].[Na+]. (5) Given the product [C:24]([O:23][C:21]([N:11]1[CH2:10][CH2:9][CH:8]([C:5]2[CH:6]=[CH:7][C:2]([Br:1])=[CH:3][CH:4]=2)[CH2:13][CH2:12]1)=[O:22])([CH3:27])([CH3:26])[CH3:25], predict the reactants needed to synthesize it. The reactants are: [Br:1][C:2]1[CH:7]=[CH:6][C:5]([CH:8]2[CH2:13][CH2:12][NH:11][CH2:10][CH2:9]2)=[CH:4][CH:3]=1.C(N(CC)CC)C.[C:21](O[C:21]([O:23][C:24]([CH3:27])([CH3:26])[CH3:25])=[O:22])([O:23][C:24]([CH3:27])([CH3:26])[CH3:25])=[O:22].O.